This data is from Full USPTO retrosynthesis dataset with 1.9M reactions from patents (1976-2016). The task is: Predict the reactants needed to synthesize the given product. (1) The reactants are: [Cl:1][C:2]1[CH:3]=[C:4]([C:8]2([C:14]([N:16]([CH3:18])[CH3:17])=O)[CH2:13][CH2:12][CH2:11][CH2:10][CH2:9]2)[CH:5]=[CH:6][CH:7]=1.Cl. Given the product [ClH:1].[Cl:1][C:2]1[CH:3]=[C:4]([C:8]2([CH2:14][N:16]([CH3:18])[CH3:17])[CH2:13][CH2:12][CH2:11][CH2:10][CH2:9]2)[CH:5]=[CH:6][CH:7]=1, predict the reactants needed to synthesize it. (2) Given the product [Br:6][C:7]1[CH:12]=[C:11]([F:13])[CH:10]=[CH:9][C:8]=1[O:14][CH2:2][CH2:3][O:4][CH3:5], predict the reactants needed to synthesize it. The reactants are: Br[CH2:2][CH2:3][O:4][CH3:5].[Br:6][C:7]1[CH:12]=[C:11]([F:13])[CH:10]=[CH:9][C:8]=1[OH:14].C([O-])([O-])=O.[K+].[K+]. (3) Given the product [CH3:17][O:18][C:19]1[CH:27]=[CH:26][C:22]([C:23]([NH:16][C:5]2([C:3]([OH:2])=[O:4])[CH2:15][CH2:14][CH2:13][C:8]3([O:12][CH2:11][CH2:10][O:9]3)[CH2:7][CH2:6]2)=[O:24])=[CH:21][C:20]=1[O:28][CH2:29][CH2:30][C:31]1[CH:32]=[C:33]([CH3:37])[CH:34]=[CH:35][CH:36]=1, predict the reactants needed to synthesize it. The reactants are: C[O:2][C:3]([C:5]1([NH2:16])[CH2:15][CH2:14][CH2:13][C:8]2([O:12][CH2:11][CH2:10][O:9]2)[CH2:7][CH2:6]1)=[O:4].[CH3:17][O:18][C:19]1[CH:27]=[CH:26][C:22]([C:23](O)=[O:24])=[CH:21][C:20]=1[O:28][CH2:29][CH2:30][C:31]1[CH:32]=[C:33]([CH3:37])[CH:34]=[CH:35][CH:36]=1.